This data is from Peptide-MHC class II binding affinity with 134,281 pairs from IEDB. The task is: Regression. Given a peptide amino acid sequence and an MHC pseudo amino acid sequence, predict their binding affinity value. This is MHC class II binding data. The peptide sequence is SQDLELSWNLNGLRAY. The MHC is DRB1_1302 with pseudo-sequence DRB1_1302. The binding affinity (normalized) is 0.795.